From a dataset of Catalyst prediction with 721,799 reactions and 888 catalyst types from USPTO. Predict which catalyst facilitates the given reaction. Reactant: [CH:1]1([CH2:4][CH:5]2[CH:10]3[CH:6]2[CH2:7][CH2:8][CH:9]3[OH:11])[CH2:3][CH2:2]1.C[N+]1([O-])CCOCC1. Product: [CH:1]1([CH2:4][CH:5]2[CH:10]3[CH:6]2[CH2:7][CH2:8][C:9]3=[O:11])[CH2:2][CH2:3]1. The catalyst class is: 862.